This data is from Forward reaction prediction with 1.9M reactions from USPTO patents (1976-2016). The task is: Predict the product of the given reaction. (1) Given the reactants [C:1]([C:5]1[CH:6]=[C:7]([CH:20]=O)[C:8]([OH:19])=[C:9]([C:11]2[CH:16]=[CH:15][C:14]([F:17])=[C:13]([Cl:18])[CH:12]=2)[CH:10]=1)([CH3:4])([CH3:3])[CH3:2].[C:22]([NH2:26])([CH3:25])([CH3:24])[CH3:23], predict the reaction product. The product is: [ClH:18].[C:1]([C:5]1[CH:10]=[C:9]([C:11]2[CH:16]=[CH:15][C:14]([F:17])=[C:13]([Cl:18])[CH:12]=2)[C:8]([OH:19])=[C:7]([CH2:20][NH:26][C:22]([CH3:25])([CH3:24])[CH3:23])[CH:6]=1)([CH3:4])([CH3:3])[CH3:2]. (2) Given the reactants [Br:1][C:2]1[CH:7]=[CH:6][C:5]([S:8]([NH:11][C:12]2[CH:17]=[CH:16][CH:15]=[C:14]([O:18][CH3:19])[CH:13]=2)(=[O:10])=[O:9])=[CH:4][CH:3]=1.[C:20]([O-])([O-])=O.[K+].[K+].CI, predict the reaction product. The product is: [Br:1][C:2]1[CH:7]=[CH:6][C:5]([S:8]([N:11]([C:12]2[CH:17]=[CH:16][CH:15]=[C:14]([O:18][CH3:19])[CH:13]=2)[CH3:20])(=[O:9])=[O:10])=[CH:4][CH:3]=1.